Dataset: Reaction yield outcomes from USPTO patents with 853,638 reactions. Task: Predict the reaction yield, written as a fraction of the theoretical maximum amount of product (1.0 means a 100% yield; for example, 0.34 means a 34% yield). (1) The reactants are [F:1][C:2]([O:10][C:11]([F:20])([F:19])[C:12]([F:18])([F:17])[C:13]([F:16])([F:15])[F:14])([C:6]([F:9])([F:8])[F:7])[C:3]([OH:5])=[O:4].[Cl-].[C:22]1([S+:28]([C:35]2[CH:40]=[CH:39][CH:38]=[CH:37][CH:36]=2)[C:29]2[CH:34]=[CH:33][CH:32]=[CH:31][CH:30]=2)[CH:27]=[CH:26][CH:25]=[CH:24][CH:23]=1.C(C(C)=O)C(C)C. The catalyst is ClCCl. The product is [F:1][C:2]([O:10][C:11]([F:19])([F:20])[C:12]([F:18])([F:17])[C:13]([F:14])([F:15])[F:16])([C:6]([F:9])([F:8])[F:7])[C:3]([O-:5])=[O:4].[C:35]1([S+:28]([C:22]2[CH:23]=[CH:24][CH:25]=[CH:26][CH:27]=2)[C:29]2[CH:34]=[CH:33][CH:32]=[CH:31][CH:30]=2)[CH:36]=[CH:37][CH:38]=[CH:39][CH:40]=1. The yield is 0.350. (2) The reactants are [CH:1]1([CH2:4][O:5][NH:6][C:7]([C:9]2[C:24]([NH:25][C:26]3[CH:31]=[CH:30][C:29]([Br:32])=[CH:28][C:27]=3[CH3:33])=[C:23]([F:34])[C:12]3[N:13]=[CH:14][N:15]([CH2:16][CH2:17][CH2:18][CH:19]([OH:22])CO)[C:11]=3[CH:10]=2)=[O:8])[CH2:3][CH2:2]1.C1COCC1.P([O-])([O-])([O-])=O.I([O-])(=O)(=O)=O.[Na+]. The catalyst is C(OCC)(=O)C. The product is [CH:1]1([CH2:4][O:5][NH:6][C:7]([C:9]2[C:24]([NH:25][C:26]3[CH:31]=[CH:30][C:29]([Br:32])=[CH:28][C:27]=3[CH3:33])=[C:23]([F:34])[C:12]3[N:13]=[CH:14][N:15]([CH2:16][CH2:17][CH2:18][CH:19]=[O:22])[C:11]=3[CH:10]=2)=[O:8])[CH2:3][CH2:2]1. The yield is 0.820.